From a dataset of Peptide-MHC class I binding affinity with 185,985 pairs from IEDB/IMGT. Regression. Given a peptide amino acid sequence and an MHC pseudo amino acid sequence, predict their binding affinity value. This is MHC class I binding data. (1) The peptide sequence is TMPKTSRPT. The MHC is Mamu-A11 with pseudo-sequence Mamu-A11. The binding affinity (normalized) is 0. (2) The peptide sequence is KSNRIPFLY. The MHC is HLA-B57:01 with pseudo-sequence HLA-B57:01. The binding affinity (normalized) is 0.492. (3) The peptide sequence is NPTQAPVIQLHAVY. The MHC is HLA-B44:02 with pseudo-sequence HLA-B44:02. The binding affinity (normalized) is 0.0814. (4) The peptide sequence is FLLFLEITY. The MHC is HLA-A31:01 with pseudo-sequence HLA-A31:01. The binding affinity (normalized) is 0.531. (5) The peptide sequence is YENAFLPFTL. The MHC is HLA-B44:03 with pseudo-sequence HLA-B44:03. The binding affinity (normalized) is 0.585.